Dataset: Forward reaction prediction with 1.9M reactions from USPTO patents (1976-2016). Task: Predict the product of the given reaction. (1) The product is: [O:7]1[C:8]2=[N:9][CH:10]=[CH:11][CH:12]=[C:13]2[CH:4]([NH2:1])[CH2:5][CH2:6]1. Given the reactants [N:1]([CH:4]1[C:13]2[C:8](=[N:9][CH:10]=[CH:11][CH:12]=2)[O:7][CH2:6][CH2:5]1)=[N+]=[N-], predict the reaction product. (2) Given the reactants [CH:1]1([Mg]Cl)[CH2:6][CH2:5][CH2:4][CH2:3][CH2:2]1.[CH2:9]([C:11]1[CH:16]=[CH:15][CH:14]=[C:13]([CH2:17][CH3:18])[C:12]=1[C:19]1[N:24]=[CH:23][C:22]([CH:25]=[O:26])=[C:21]([O:27][CH2:28][CH3:29])[CH:20]=1)[CH3:10].[Cl-].[NH4+], predict the reaction product. The product is: [CH:1]1([CH:25]([C:22]2[CH:23]=[N:24][C:19]([C:12]3[C:13]([CH2:17][CH3:18])=[CH:14][CH:15]=[CH:16][C:11]=3[CH2:9][CH3:10])=[CH:20][C:21]=2[O:27][CH2:28][CH3:29])[OH:26])[CH2:6][CH2:5][CH2:4][CH2:3][CH2:2]1. (3) Given the reactants Cl[C:2]1[CH:3]=[C:4]2[N:11]([CH3:12])[C:10]([CH3:14])([CH3:13])[CH2:9][N:5]2[C:6](=[O:8])[N:7]=1.[Cl:15][C:16]1[CH:21]=[CH:20][C:19]([CH2:22][OH:23])=[CH:18][C:17]=1[F:24], predict the reaction product. The product is: [Cl:15][C:16]1[CH:21]=[CH:20][C:19]([CH2:22][O:23][C:2]2[CH:3]=[C:4]3[N:11]([CH3:12])[C:10]([CH3:14])([CH3:13])[CH2:9][N:5]3[C:6](=[O:8])[N:7]=2)=[CH:18][C:17]=1[F:24]. (4) The product is: [Cl:13][C:14]1[CH:15]=[CH:16][C:17]([N:20]2[CH2:21][CH2:22][CH:23]([C:26]3[C:30]4[C:3]([OH:10])([C:2]([F:1])([F:11])[F:12])[CH2:4][C:5](=[O:7])[NH:31][C:29]=4[NH:28][N:27]=3)[CH2:24][CH2:25]2)=[N:18][CH:19]=1. Given the reactants [F:1][C:2]([F:12])([F:11])[C:3](=[O:10])[CH2:4][C:5]([O:7]CC)=O.[Cl:13][C:14]1[CH:15]=[CH:16][C:17]([N:20]2[CH2:25][CH2:24][CH:23]([C:26]3[CH:30]=[C:29]([NH2:31])[NH:28][N:27]=3)[CH2:22][CH2:21]2)=[N:18][CH:19]=1.C(=O)(O)[O-].[Na+], predict the reaction product. (5) Given the reactants [Si:1]([O:8][C:9]1[CH:10]=[C:11]([C:15]2([CH2:32][CH2:33][CH2:34][NH:35][C:36](=[O:42])[O:37][C:38]([CH3:41])([CH3:40])[CH3:39])[N:19]([C:20]([NH:22][NH2:23])=[S:21])[N:18]=[C:17]([C:24]3[CH:29]=[C:28]([F:30])[CH:27]=[CH:26][C:25]=3[F:31])[S:16]2)[CH:12]=[CH:13][CH:14]=1)([C:4]([CH3:7])([CH3:6])[CH3:5])([CH3:3])[CH3:2].CO[C:45](OC)(OC)[CH3:46], predict the reaction product. The product is: [Si:1]([O:8][C:9]1[CH:10]=[C:11]([C:15]2([CH2:32][CH2:33][CH2:34][NH:35][C:36](=[O:42])[O:37][C:38]([CH3:41])([CH3:40])[CH3:39])[N:19]([C:20]3[S:21][C:45]([CH3:46])=[N:23][N:22]=3)[N:18]=[C:17]([C:24]3[CH:29]=[C:28]([F:30])[CH:27]=[CH:26][C:25]=3[F:31])[S:16]2)[CH:12]=[CH:13][CH:14]=1)([C:4]([CH3:6])([CH3:7])[CH3:5])([CH3:3])[CH3:2]. (6) Given the reactants Cl[C:2]1[C:7]([Cl:8])=[CH:6][C:5]([C:9]([F:12])([F:11])[F:10])=[CH:4][N:3]=1.[N:13]1([C:18]2[CH:38]=[CH:37][C:21]([CH2:22][NH:23][S:24]([C:27]3[CH:36]=[CH:35][C:30]([C:31]([O:33][CH3:34])=[O:32])=[CH:29][CH:28]=3)(=[O:26])=[O:25])=[CH:20][CH:19]=2)[CH:17]=[CH:16][CH:15]=[N:14]1, predict the reaction product. The product is: [N:13]1([C:18]2[CH:38]=[CH:37][C:21]([CH2:22][N:23]([C:2]3[C:7]([Cl:8])=[CH:6][C:5]([C:9]([F:12])([F:11])[F:10])=[CH:4][N:3]=3)[S:24]([C:27]3[CH:36]=[CH:35][C:30]([C:31]([O:33][CH3:34])=[O:32])=[CH:29][CH:28]=3)(=[O:26])=[O:25])=[CH:20][CH:19]=2)[CH:17]=[CH:16][CH:15]=[N:14]1.